This data is from NCI-60 drug combinations with 297,098 pairs across 59 cell lines. The task is: Regression. Given two drug SMILES strings and cell line genomic features, predict the synergy score measuring deviation from expected non-interaction effect. (1) Drug 1: CCC1=C2CN3C(=CC4=C(C3=O)COC(=O)C4(CC)O)C2=NC5=C1C=C(C=C5)O. Drug 2: C1=NC2=C(N1)C(=S)N=CN2. Cell line: UACC62. Synergy scores: CSS=42.7, Synergy_ZIP=-4.10, Synergy_Bliss=-3.83, Synergy_Loewe=-15.8, Synergy_HSA=-0.450. (2) Drug 1: C1CCC(CC1)NC(=O)N(CCCl)N=O. Synergy scores: CSS=18.3, Synergy_ZIP=-7.07, Synergy_Bliss=-9.64, Synergy_Loewe=-25.2, Synergy_HSA=-9.02. Drug 2: C(CN)CNCCSP(=O)(O)O. Cell line: LOX IMVI. (3) Drug 1: C1C(C(OC1N2C=C(C(=O)NC2=O)F)CO)O. Drug 2: C1C(C(OC1N2C=NC3=C2NC=NCC3O)CO)O. Cell line: NCI-H460. Synergy scores: CSS=48.4, Synergy_ZIP=4.03, Synergy_Bliss=4.01, Synergy_Loewe=-36.5, Synergy_HSA=3.71.